This data is from Forward reaction prediction with 1.9M reactions from USPTO patents (1976-2016). The task is: Predict the product of the given reaction. (1) The product is: [Cl:23][C:17]1[CH:18]=[C:19]([Cl:22])[CH:20]=[CH:21][C:16]=1[S:13]([NH:12][CH2:11][CH2:10][CH2:9][CH2:8][NH:7][CH2:5][C@@H:4]([OH:6])[CH2:3][O:2][CH3:1])(=[O:14])=[O:15]. Given the reactants [CH3:1][O:2][CH2:3][C@@H:4]1[O:6][CH2:5]1.[NH2:7][CH2:8][CH2:9][CH2:10][CH2:11][NH:12][S:13]([C:16]1[CH:21]=[CH:20][C:19]([Cl:22])=[CH:18][C:17]=1[Cl:23])(=[O:15])=[O:14], predict the reaction product. (2) Given the reactants [Cl:1][C:2]1[CH:3]=[CH:4][C:5]([C:8]([OH:10])=O)=[N:6][CH:7]=1.CCN=C=NCCCN(C)C.C1C=NC2N(O)N=NC=2C=1.[NH2:32][C:33]1[CH:34]=[CH:35][C:36]([F:57])=[C:37]([C:39]2([CH3:56])[C:45]([F:47])([F:46])[CH2:44][O:43][CH2:42][C:41]([NH:48][C:49](=[O:55])[O:50][C:51]([CH3:54])([CH3:53])[CH3:52])=[N:40]2)[CH:38]=1.C(OC(C)(C)C)=O, predict the reaction product. The product is: [Cl:1][C:2]1[CH:3]=[CH:4][C:5]([C:8]([NH:32][C:33]2[CH:34]=[CH:35][C:36]([F:57])=[C:37]([C:39]3([CH3:56])[C:45]([F:46])([F:47])[CH2:44][O:43][CH2:42][C:41]([NH:48][C:49](=[O:55])[O:50][C:51]([CH3:52])([CH3:54])[CH3:53])=[N:40]3)[CH:38]=2)=[O:10])=[N:6][CH:7]=1.